From a dataset of Full USPTO retrosynthesis dataset with 1.9M reactions from patents (1976-2016). Predict the reactants needed to synthesize the given product. (1) Given the product [CH3:1][O:2][CH2:3][C:4]1[CH:5]=[C:6]2[C:11](=[CH:12][CH:13]=1)[N:10]=[CH:9][CH:8]=[C:7]2[S:14][C:15]1([C:19]([OH:21])=[O:20])[CH2:18][CH2:17][CH2:16]1, predict the reactants needed to synthesize it. The reactants are: [CH3:1][O:2][CH2:3][C:4]1[CH:5]=[C:6]2[C:11](=[CH:12][CH:13]=1)[N:10]=[CH:9][CH:8]=[C:7]2[S:14][C:15]1([C:19]([O:21]CC)=[O:20])[CH2:18][CH2:17][CH2:16]1.O.[OH-].[Li+].Cl. (2) Given the product [CH2:41]([O:43][C:44](=[O:66])[C@@H:45]([NH:65][C:4](=[O:6])[C:3]1[C:7]([Cl:16])=[CH:8][C:9]([C:11]2[NH:15][N:14]=[N:13][N:12]=2)=[CH:10][C:2]=1[Cl:1])[CH2:46][C:47]1[CH:48]=[CH:49][C:50]([N:53]2[C:61](=[O:62])[C:60]3[C:55](=[CH:56][CH:57]=[CH:58][C:59]=3[CH3:63])[C:54]2=[O:64])=[CH:51][CH:52]=1)[CH3:42], predict the reactants needed to synthesize it. The reactants are: [Cl:1][C:2]1[CH:10]=[C:9]([C:11]2[NH:15][N:14]=[N:13][N:12]=2)[CH:8]=[C:7]([Cl:16])[C:3]=1[C:4]([OH:6])=O.Cl.CN(C)CCCN=C=NCC.O.ON1C2C=CC=CC=2N=N1.Cl.[CH2:41]([O:43][C:44](=[O:66])[C@@H:45]([NH2:65])[CH2:46][C:47]1[CH:52]=[CH:51][C:50]([N:53]2[C:61](=[O:62])[C:60]3[C:55](=[CH:56][CH:57]=[CH:58][C:59]=3[CH3:63])[C:54]2=[O:64])=[CH:49][CH:48]=1)[CH3:42]. (3) Given the product [CH2:11]([O:8][CH2:7][CH:6]([O:9][CH2:24][CH2:23][CH2:22][CH2:21][CH2:20][CH2:19][CH2:18][CH2:17][CH2:16][CH2:15][CH2:14][CH2:13][CH2:12][CH3:11])[CH2:5][N:4]([CH3:10])[CH3:3])[CH2:12][CH2:13][CH2:14][CH2:15][CH2:16][CH2:17][CH2:18][CH2:19][CH2:20][CH2:21][CH2:22][CH2:23][CH3:24], predict the reactants needed to synthesize it. The reactants are: [H-].[Na+].[CH3:3][N:4]([CH3:10])[CH2:5][CH:6]([OH:9])[CH2:7][OH:8].[CH2:11](Br)[CH2:12][CH2:13][CH2:14][CH2:15][CH2:16][CH2:17][CH2:18][CH2:19][CH2:20][CH2:21][CH2:22][CH2:23][CH3:24]. (4) Given the product [O:32]=[C:31]1[NH:1][C:2]2[N:3]=[CH:4][CH:5]=[C:6]([O:9][C:10]3[C:19]4[C:14](=[CH:15][CH:16]=[CH:17][CH:18]=4)[C:13]([NH:20][C:21](=[O:27])[O:22][C:23]([CH3:24])([CH3:26])[CH3:25])=[CH:12][CH:11]=3)[C:7]=2[N:8]=[C:30]1[C:29]([F:38])([F:37])[F:28], predict the reactants needed to synthesize it. The reactants are: [NH2:1][C:2]1[C:7]([NH2:8])=[C:6]([O:9][C:10]2[C:19]3[C:14](=[CH:15][CH:16]=[CH:17][CH:18]=3)[C:13]([NH:20][C:21](=[O:27])[O:22][C:23]([CH3:26])([CH3:25])[CH3:24])=[CH:12][CH:11]=2)[CH:5]=[CH:4][N:3]=1.[F:28][C:29]([F:38])([F:37])[C:30](=O)[C:31](OCC)=[O:32].